Dataset: Catalyst prediction with 721,799 reactions and 888 catalyst types from USPTO. Task: Predict which catalyst facilitates the given reaction. (1) Reactant: [F:1][C:2]1[CH:9]=[CH:8][C:7]([N+:10]([O-:12])=[O:11])=[CH:6][C:3]=1[CH2:4][OH:5].C(N(CC)CC)C.[C:20](Cl)(=[O:22])[CH3:21]. Product: [F:1][C:2]1[CH:9]=[CH:8][C:7]([N+:10]([O-:12])=[O:11])=[CH:6][C:3]=1[CH2:4][O:5][C:20](=[O:22])[CH3:21]. The catalyst class is: 96. (2) The catalyst class is: 11. Product: [F:1][C:2]1([F:11])[CH2:7][CH2:6][CH:5]([C:8]([Cl:14])=[O:9])[CH2:4][CH2:3]1. Reactant: [F:1][C:2]1([F:11])[CH2:7][CH2:6][CH:5]([C:8](O)=[O:9])[CH2:4][CH2:3]1.S(Cl)([Cl:14])=O.